The task is: Regression. Given two drug SMILES strings and cell line genomic features, predict the synergy score measuring deviation from expected non-interaction effect.. This data is from NCI-60 drug combinations with 297,098 pairs across 59 cell lines. (1) Drug 2: CC1=C(C=C(C=C1)C(=O)NC2=CC(=CC(=C2)C(F)(F)F)N3C=C(N=C3)C)NC4=NC=CC(=N4)C5=CN=CC=C5. Cell line: SK-MEL-2. Drug 1: CN1CCC(CC1)COC2=C(C=C3C(=C2)N=CN=C3NC4=C(C=C(C=C4)Br)F)OC. Synergy scores: CSS=-1.54, Synergy_ZIP=1.50, Synergy_Bliss=0.979, Synergy_Loewe=-2.58, Synergy_HSA=-1.90. (2) Drug 1: CC1C(C(CC(O1)OC2CC(CC3=C2C(=C4C(=C3O)C(=O)C5=C(C4=O)C(=CC=C5)OC)O)(C(=O)CO)O)N)O.Cl. Drug 2: COC1=C(C=C2C(=C1)N=CN=C2NC3=CC(=C(C=C3)F)Cl)OCCCN4CCOCC4. Cell line: SF-295. Synergy scores: CSS=0.669, Synergy_ZIP=-0.791, Synergy_Bliss=-0.830, Synergy_Loewe=-4.24, Synergy_HSA=-1.88. (3) Synergy scores: CSS=20.4, Synergy_ZIP=3.14, Synergy_Bliss=7.28, Synergy_Loewe=7.82, Synergy_HSA=7.94. Cell line: MDA-MB-231. Drug 2: CN1C(=O)N2C=NC(=C2N=N1)C(=O)N. Drug 1: CC1=C(C=C(C=C1)NC2=NC=CC(=N2)N(C)C3=CC4=NN(C(=C4C=C3)C)C)S(=O)(=O)N.Cl.